From a dataset of Forward reaction prediction with 1.9M reactions from USPTO patents (1976-2016). Predict the product of the given reaction. (1) Given the reactants C([N:4]1[C:12]2[C:7](=[CH:8][C:9]([C:13]([NH:15][CH2:16][CH2:17][C:18]([O:20]C(C)(C)C)=O)=[O:14])=[CH:10][CH:11]=2)[C:6]([C:25]2[CH:30]=[CH:29][C:28]([F:31])=[CH:27][CH:26]=2)=[N:5]1)(=O)C.CO.[OH-].C([O-])(=O)C.[NH4+:39], predict the reaction product. The product is: [C:18]([CH2:17][CH2:16][NH:15][C:13]([C:9]1[CH:8]=[C:7]2[C:12](=[CH:11][CH:10]=1)[NH:4][N:5]=[C:6]2[C:25]1[CH:26]=[CH:27][C:28]([F:31])=[CH:29][CH:30]=1)=[O:14])(=[O:20])[NH2:39]. (2) Given the reactants C(OC(=O)[NH:7][C@H:8]([C:13](=[S:15])[NH2:14])[CH2:9][CH:10]([CH3:12])[CH3:11])(C)(C)C.Br[CH2:18][CH:19]([O:22]C)[O:20]C.[C:24]1(C)C=CC(S(O)(=O)=O)=C[CH:25]=1, predict the reaction product. The product is: [C:19]([OH:22])(=[O:20])[CH3:18].[CH3:12][CH:10]([CH3:11])[CH2:9][C@@H:8]([C:13]1[S:15][CH:24]=[CH:25][N:14]=1)[NH2:7].